Predict the reactants needed to synthesize the given product. From a dataset of Full USPTO retrosynthesis dataset with 1.9M reactions from patents (1976-2016). (1) The reactants are: [CH3:1][C:2]([CH3:36])([CH3:35])[CH2:3][C:4]1[N:9]=[C:8]([CH2:10][O:11][C:12]2[C:13]([CH3:25])=[C:14]([CH2:18][CH2:19][C:20]([O:22]CC)=[O:21])[CH:15]=[CH:16][CH:17]=2)[CH:7]=[CH:6][C:5]=1[C:26]1[CH:31]=[C:30]([O:32][CH3:33])[CH:29]=[CH:28][C:27]=1[F:34].[OH-].[Na+].Cl. Given the product [CH3:1][C:2]([CH3:36])([CH3:35])[CH2:3][C:4]1[N:9]=[C:8]([CH2:10][O:11][C:12]2[C:13]([CH3:25])=[C:14]([CH2:18][CH2:19][C:20]([OH:22])=[O:21])[CH:15]=[CH:16][CH:17]=2)[CH:7]=[CH:6][C:5]=1[C:26]1[CH:31]=[C:30]([O:32][CH3:33])[CH:29]=[CH:28][C:27]=1[F:34], predict the reactants needed to synthesize it. (2) Given the product [C:36]1([CH:33]([CH2:34][CH3:35])[C:32]([NH:31][C:28]2[CH:29]=[CH:30][C:22]([C:16]3[S:17][C:13]([C:7]4[CH:8]=[CH:9][CH:10]=[CH:11][CH:12]=4)=[CH:14][CH:15]=3)=[C:23]([CH:27]=2)[C:24]([NH2:26])=[O:25])=[O:42])[CH:41]=[CH:40][CH:39]=[CH:38][CH:37]=1, predict the reactants needed to synthesize it. The reactants are: C(=O)([O-])[O-].[Na+].[Na+].[C:7]1([C:13]2[S:17][C:16](B(O)O)=[CH:15][CH:14]=2)[CH:12]=[CH:11][CH:10]=[CH:9][CH:8]=1.I[C:22]1[CH:30]=[CH:29][C:28]([NH:31][C:32](=[O:42])[CH:33]([C:36]2[CH:41]=[CH:40][CH:39]=[CH:38][CH:37]=2)[CH2:34][CH3:35])=[CH:27][C:23]=1[C:24]([NH2:26])=[O:25].C(OCC)(=O)C. (3) Given the product [F:1][C:2]1[CH:7]=[CH:6][CH:5]=[CH:4][C:3]=1[C:11]#[C:10][CH2:9][OH:12], predict the reactants needed to synthesize it. The reactants are: [F:1][C:2]1[CH:7]=[CH:6][CH:5]=[CH:4][C:3]=1I.[CH2:9]([OH:12])[C:10]#[CH:11]. (4) Given the product [CH3:13][O:12][C:10](=[O:11])[CH:9]=[C:18]([CH3:17])[CH2:19][CH3:20], predict the reactants needed to synthesize it. The reactants are: C(OP([CH2:9][C:10]([O:12][CH3:13])=[O:11])(OCC)=O)C.C[O-].[Na+].[CH3:17][C:18](=O)[CH2:19][CH3:20].